Dataset: Catalyst prediction with 721,799 reactions and 888 catalyst types from USPTO. Task: Predict which catalyst facilitates the given reaction. (1) Reactant: O[C:2]1[CH:11]=[C:10]([CH3:12])[C:9]2[C:4](=[CH:5][CH:6]=[C:7]([N+:13]([O-:15])=[O:14])[CH:8]=2)[N:3]=1.O=P(Cl)(Cl)[Cl:18]. Product: [Cl:18][C:2]1[CH:11]=[C:10]([CH3:12])[C:9]2[C:4](=[CH:5][CH:6]=[C:7]([N+:13]([O-:15])=[O:14])[CH:8]=2)[N:3]=1. The catalyst class is: 6. (2) Reactant: [C:1]([C:5]1[CH:6]=[C:7]([C@H:11]([NH:26][CH3:27])[CH2:12][N:13]2[CH2:17][CH2:16][C@H:15]([O:18][Si](C(C)(C)C)(C)C)[CH2:14]2)[CH:8]=[CH:9][CH:10]=1)#[C:2][CH2:3][CH3:4].Cl.C([O-])(O)=O.[Na+]. Product: [C:1]([C:5]1[CH:6]=[C:7]([C@H:11]([NH:26][CH3:27])[CH2:12][N:13]2[CH2:17][CH2:16][C@H:15]([OH:18])[CH2:14]2)[CH:8]=[CH:9][CH:10]=1)#[C:2][CH2:3][CH3:4]. The catalyst class is: 5. (3) Reactant: Br[C:2]1[S:6][C:5]([CH:7]2[N:11]([C:12]3[CH:17]=[CH:16][C:15]([F:18])=[CH:14][C:13]=3[F:19])[N:10]=[C:9]([C:20]([F:26])([F:25])[C:21]([F:24])([F:23])[F:22])[CH2:8]2)=[CH:4][CH:3]=1.[CH3:27][S:28][C:29]1[CH:30]=[C:31](B(O)O)[CH:32]=[CH:33][CH:34]=1.C(=O)([O-])[O-].[Na+].[Na+].C(O)C. Product: [F:19][C:13]1[CH:14]=[C:15]([F:18])[CH:16]=[CH:17][C:12]=1[N:11]1[CH:7]([C:5]2[S:6][C:2]([C:33]3[CH:32]=[CH:31][CH:30]=[C:29]([S:28][CH3:27])[CH:34]=3)=[CH:3][CH:4]=2)[CH2:8][C:9]([C:20]([F:26])([F:25])[C:21]([F:24])([F:23])[F:22])=[N:10]1. The catalyst class is: 276. (4) Reactant: [Cl:1][C:2]1[CH:7]=[CH:6][C:5]([CH:8]([C:34]2[CH:39]=[CH:38][C:37]([Cl:40])=[CH:36][CH:35]=2)[C:9]2[CH:10]=[C:11]3[C:16](=[CH:17][CH:18]=2)[NH:15][C:14](=[O:19])[CH:13]=[C:12]3[NH:20][CH:21]2[CH2:26][CH2:25][N:24](S(C(F)(F)F)(=O)=O)[CH2:23][CH2:22]2)=[CH:4][CH:3]=1.[H-].[H-].[H-].[H-].[Li+].[Al+3].[OH-].[Na+].[O-]S([O-])(=O)=O.[Na+].[Na+]. Product: [Cl:40][C:37]1[CH:38]=[CH:39][C:34]([CH:8]([C:5]2[CH:4]=[CH:3][C:2]([Cl:1])=[CH:7][CH:6]=2)[C:9]2[CH:10]=[C:11]3[C:16](=[CH:17][CH:18]=2)[NH:15][C:14](=[O:19])[CH:13]=[C:12]3[NH:20][CH:21]2[CH2:22][CH2:23][NH:24][CH2:25][CH2:26]2)=[CH:35][CH:36]=1. The catalyst class is: 20. (5) Reactant: C(O[CH:6](N(C)C)[N:7]([CH3:9])[CH3:8])(C)(C)C.[CH:13]([C:17]1[CH:22]=[CH:21][C:20]([N:23]2[C:32](=[O:33])[C:31]3[C:26](=[CH:27][CH:28]=[CH:29][CH:30]=3)[N:25]=[C:24]2[C:34]2[CH:39]=[CH:38][C:37]([CH3:40])=[C:36]([N+:41]([O-:43])=[O:42])[CH:35]=2)=[CH:19][CH:18]=1)([CH2:15][CH3:16])[CH3:14]. Product: [CH:13]([C:17]1[CH:18]=[CH:19][C:20]([N:23]2[C:32](=[O:33])[C:31]3[C:26](=[CH:27][CH:28]=[CH:29][CH:30]=3)[N:25]=[C:24]2[C:34]2[CH:39]=[CH:38][C:37](/[CH:40]=[CH:6]/[N:7]([CH3:9])[CH3:8])=[C:36]([N+:41]([O-:43])=[O:42])[CH:35]=2)=[CH:21][CH:22]=1)([CH2:15][CH3:16])[CH3:14]. The catalyst class is: 3. (6) Reactant: [Br:1][C:2]1[S:12][C:5]2[N:6]=[C:7]([CH3:11])[CH:8]=[C:9]([NH2:10])[C:4]=2[C:3]=1[C:13]1[CH:18]=[CH:17][CH:16]=[C:15]([CH3:19])[CH:14]=1.[Li+].C[Si]([N-][Si](C)(C)C)(C)C.[Cl:30][C:31]1[CH:32]=[C:33]([S:37](Cl)(=[O:39])=[O:38])[CH:34]=[CH:35][CH:36]=1. Product: [Br:1][C:2]1[S:12][C:5]2=[N:6][C:7]([CH3:11])=[CH:8][C:9]([NH:10][S:37]([C:33]3[CH:34]=[CH:35][CH:36]=[C:31]([Cl:30])[CH:32]=3)(=[O:39])=[O:38])=[C:4]2[C:3]=1[C:13]1[CH:18]=[CH:17][CH:16]=[C:15]([CH3:19])[CH:14]=1. The catalyst class is: 1. (7) Product: [OH:8][C:9]1[CH:14]=[C:13]([CH2:15][CH2:16][C:17](=[O:20])[CH2:18][CH3:19])[CH:12]=[CH:11][C:10]=1[N:21]1[S:25](=[O:27])(=[O:26])[NH:24][C:23](=[O:28])[CH2:22]1. Reactant: C([O:8][C:9]1[CH:14]=[C:13](/[CH:15]=[CH:16]/[C:17](=[O:20])[CH2:18][CH3:19])[CH:12]=[CH:11][C:10]=1[N:21]1[S:25](=[O:27])(=[O:26])[NH:24][C:23](=[O:28])[CH2:22]1)C1C=CC=CC=1.C([O-])([O-])=O.[K+].[K+]. The catalyst class is: 748. (8) Reactant: [Cl:1][C:2]1[CH:7]=[C:6]([Cl:8])[N:5]=[CH:4][N:3]=1.[N+:9]([C:12]1[CH:18]=[CH:17][C:15]([NH2:16])=[CH:14][CH:13]=1)([O-:11])=[O:10].Cl. Product: [ClH:1].[Cl:8][C:6]1[N:5]=[CH:4][N:3]=[C:2]([NH:16][C:15]2[CH:17]=[CH:18][C:12]([N+:9]([O-:11])=[O:10])=[CH:13][CH:14]=2)[CH:7]=1. The catalyst class is: 41. (9) Reactant: C([C@@H]1COC(=O)N1[C:14](=[O:34])[C@H:15]([CH2:19][C:20]1[CH:28]=[C:27]2[C:23]([CH:24]=[N:25][N:26]2[CH2:29][CH2:30][CH2:31][O:32][CH3:33])=[CH:22][CH:21]=1)[CH:16]([CH3:18])[CH3:17])C1C=CC=CC=1.OO.[Li+].[OH-].[O-:39]S([O-])=O.[Na+].[Na+]. Product: [CH3:33][O:32][CH2:31][CH2:30][CH2:29][N:26]1[C:27]2[C:23](=[CH:22][CH:21]=[C:20]([CH2:19][C@H:15]([CH:16]([CH3:17])[CH3:18])[C:14]([OH:34])=[O:39])[CH:28]=2)[CH:24]=[N:25]1. The catalyst class is: 20. (10) Reactant: [CH2:1]([C@@H:8]1[CH2:13][NH:12][CH2:11][CH2:10][N:9]1[C:14]([C:16]1[NH:20][C:19]([CH:21]=[O:22])=[C:18]([C:23]2[CH:28]=[CH:27][CH:26]=[C:25]([Br:29])[CH:24]=2)[C:17]=1[C:30]1[CH:35]=[CH:34][CH:33]=[CH:32][CH:31]=1)=[O:15])[C:2]1[CH:7]=[CH:6][CH:5]=[CH:4][CH:3]=1.[BH4-].[Na+].[Cl-].[NH4+].C(=O)([O-])[O-].[K+].[K+]. Product: [CH2:1]([C@@H:8]1[CH2:13][NH:12][CH2:11][CH2:10][N:9]1[C:14]([C:16]1[NH:20][C:19]([CH2:21][OH:22])=[C:18]([C:23]2[CH:28]=[CH:27][CH:26]=[C:25]([Br:29])[CH:24]=2)[C:17]=1[C:30]1[CH:35]=[CH:34][CH:33]=[CH:32][CH:31]=1)=[O:15])[C:2]1[CH:3]=[CH:4][CH:5]=[CH:6][CH:7]=1. The catalyst class is: 5.